This data is from Reaction yield outcomes from USPTO patents with 853,638 reactions. The task is: Predict the reaction yield, written as a fraction of the theoretical maximum amount of product (1.0 means a 100% yield; for example, 0.34 means a 34% yield). (1) The reactants are [N+:1]([C:4]1[CH:5]=[C:6]([CH:9]=[CH:10][CH:11]=1)[CH2:7]Br)([O-:3])=[O:2].[NH3:12]. The catalyst is C(O)C. The product is [N+:1]([C:4]1[CH:5]=[C:6]([CH:9]=[CH:10][CH:11]=1)[CH2:7][NH2:12])([O-:3])=[O:2]. The yield is 0.650. (2) The reactants are [C:9](O[C:9]([O:11][C:12]([CH3:15])([CH3:14])[CH3:13])=[O:10])([O:11][C:12]([CH3:15])([CH3:14])[CH3:13])=[O:10].[NH2:16][CH2:17][C:18]1([CH2:31][O:32][CH2:33][C:34]2[CH:39]=[CH:38][CH:37]=[CH:36][CH:35]=2)[CH2:23][CH2:22][N:21]([C:24]([O:26][C:27]([CH3:30])([CH3:29])[CH3:28])=[O:25])[CH2:20][CH2:19]1. The catalyst is C(Cl)Cl. The product is [CH2:33]([O:32][CH2:31][C:18]1([CH2:17][NH:16][C:9]([O:11][C:12]([CH3:13])([CH3:14])[CH3:15])=[O:10])[CH2:19][CH2:20][N:21]([C:24]([O:26][C:27]([CH3:28])([CH3:29])[CH3:30])=[O:25])[CH2:22][CH2:23]1)[C:34]1[CH:39]=[CH:38][CH:37]=[CH:36][CH:35]=1. The yield is 0.650. (3) The reactants are [CH:1]([CH:4]1[N:9](C(OC(C)(C)C)=O)[CH2:8][CH2:7][N:6]2[C:17]3[CH:23]=[C:22]([S:24]([CH3:27])(=[O:26])=[O:25])[CH:21]=[CH:20][C:18]=3[N:19]=[C:5]12)([CH3:3])[CH3:2].C(O)(C(F)(F)F)=O. The catalyst is C(Cl)Cl. The product is [CH:1]([CH:4]1[NH:9][CH2:8][CH2:7][N:6]2[C:17]3[CH:23]=[C:22]([S:24]([CH3:27])(=[O:25])=[O:26])[CH:21]=[CH:20][C:18]=3[N:19]=[C:5]12)([CH3:3])[CH3:2]. The yield is 1.00. (4) The reactants are [OH:1][N:2]1[C:6](=[O:7])[CH2:5][CH2:4][C:3]1=[O:8].C(N(CC)CC)C.[Cl:16][CH2:17][C:18](Cl)=[O:19]. The catalyst is C(Cl)(Cl)Cl. The product is [Cl:16][CH2:17][C:18]([O:1][N:2]1[C:6](=[O:7])[CH2:5][CH2:4][C:3]1=[O:8])=[O:19]. The yield is 0.530. (5) The reactants are [CH:1]([C:4]1([CH:10]([OH:14])[CH2:11][CH2:12][CH3:13])SCCCS1)([CH3:3])[CH3:2].C[OH:16]. The catalyst is C(#N)C. The product is [OH:14][CH:10]([CH2:11][CH2:12][CH3:13])[C:4](=[O:16])[CH:1]([CH3:3])[CH3:2]. The yield is 0.910. (6) The reactants are [Cl-].[Ce+3].[Cl-].[Cl-].C[Mg]Br.[CH2:8](OCC)C.[CH3:13][C@H:14]1[C:18](=[O:19])[CH2:17][CH2:16][N:15]1[C:20]([O:22][CH2:23][C:24]1[CH:29]=[CH:28][CH:27]=[CH:26][CH:25]=1)=[O:21].C(OCC)(=O)C. The catalyst is C1COCC1. The product is [OH:19][C@@:18]1([CH3:8])[CH2:17][CH2:16][N:15]([C:20]([O:22][CH2:23][C:24]2[CH:29]=[CH:28][CH:27]=[CH:26][CH:25]=2)=[O:21])[C@H:14]1[CH3:13]. The yield is 0.840. (7) The reactants are CCN(C(C)C)C(C)C.Cl[C:11]1[C:12]2[S:29][C:28]([NH2:30])=[N:27][C:13]=2[N:14]=[C:15]([S:17][C@H:18]([C:20]2[CH:25]=[CH:24][CH:23]=[CH:22][C:21]=2[F:26])[CH3:19])[N:16]=1.[NH2:31][C@H:32]([CH2:35][C:36]([F:39])([CH3:38])[CH3:37])[CH2:33][OH:34].O. The catalyst is CN1C(=O)CCC1. The product is [NH2:30][C:28]1[S:29][C:12]2[C:11]([NH:31][C@H:32]([CH2:35][C:36]([F:39])([CH3:38])[CH3:37])[CH2:33][OH:34])=[N:16][C:15]([S:17][C@H:18]([C:20]3[CH:25]=[CH:24][CH:23]=[CH:22][C:21]=3[F:26])[CH3:19])=[N:14][C:13]=2[N:27]=1. The yield is 0.130.